This data is from Catalyst prediction with 721,799 reactions and 888 catalyst types from USPTO. The task is: Predict which catalyst facilitates the given reaction. (1) Reactant: Cl.[NH2:2][C@@H:3]1[CH2:8][CH2:7][C@H:6]([N:9]2[C:14](=[O:15])[C:13]3[CH:16]=[C:17]([F:20])[CH:18]=[N:19][C:12]=3[N:11]([CH:21]3[CH2:26][CH2:25][S:24][CH2:23][CH2:22]3)[C:10]2=[O:27])[CH2:5][CH2:4]1.[CH:28]1([C:31](O)=[O:32])[CH2:30][CH2:29]1.CN(C(ON1N=NC2C=CC=NC1=2)=[N+](C)C)C.F[P-](F)(F)(F)(F)F.C1C=NC2N(O)N=NC=2C=1.CCN(C(C)C)C(C)C. Product: [F:20][C:17]1[CH:18]=[N:19][C:12]2[N:11]([CH:21]3[CH2:22][CH2:23][S:24][CH2:25][CH2:26]3)[C:10](=[O:27])[N:9]([C@@H:6]3[CH2:7][CH2:8][C@H:3]([NH:2][C:31]([CH:28]4[CH2:30][CH2:29]4)=[O:32])[CH2:4][CH2:5]3)[C:14](=[O:15])[C:13]=2[CH:16]=1. The catalyst class is: 514. (2) Reactant: [Cl:1][C:2]1[N:10]=[C:9](Cl)[C:8]([F:12])=[CH:7][C:3]=1[C:4]([NH2:6])=[O:5].C(O)(=O)C. The catalyst class is: 284. Product: [Cl:1][C:2]1[N:10]=[CH:9][C:8]([F:12])=[CH:7][C:3]=1[C:4]([NH2:6])=[O:5]. (3) Reactant: [CH3:1][O:2][C:3]([C:5]1[S:15][C:8]2=[N:9][C:10]([CH2:13]Br)=[CH:11][CH:12]=[C:7]2[C:6]=1[O:16][CH2:17][C:18]([O:20][C:21]([CH3:24])([CH3:23])[CH3:22])=[O:19])=[O:4].C([N:27](CC)CC)C.[C:32]([Cl:40])(=[O:39])[C:33]1[CH:38]=[CH:37][CH:36]=[CH:35][CH:34]=1. The catalyst class is: 4. Product: [ClH:40].[CH3:1][O:2][C:3]([C:5]1[S:15][C:8]2=[N:9][C:10]([CH2:13][NH:27][C:32](=[O:39])[C:33]3[CH:38]=[CH:37][CH:36]=[CH:35][CH:34]=3)=[CH:11][CH:12]=[C:7]2[C:6]=1[O:16][CH2:17][C:18]([O:20][C:21]([CH3:24])([CH3:23])[CH3:22])=[O:19])=[O:4]. (4) Reactant: [H-].[Na+].[OH:3][CH2:4][CH2:5][O:6][C:7]1[N:12]=[CH:11][N:10]=[C:9]([NH:13][S:14]([CH2:17][CH2:18][C:19]2[CH:24]=[CH:23][CH:22]=[CH:21][CH:20]=2)(=[O:16])=[O:15])[C:8]=1[C:25]1[CH:30]=[CH:29][C:28]([CH3:31])=[CH:27][CH:26]=1.Cl[C:33]1[CH:38]=[CH:37][C:36]([C:39]([F:42])([F:41])[F:40])=[CH:35][N:34]=1. Product: [C:28]1([CH3:31])[CH:29]=[CH:30][C:25]([C:8]2[C:9]([NH:13][S:14]([CH2:17][CH2:18][C:19]3[CH:24]=[CH:23][CH:22]=[CH:21][CH:20]=3)(=[O:15])=[O:16])=[N:10][CH:11]=[N:12][C:7]=2[O:6][CH2:5][CH2:4][O:3][C:33]2[CH:38]=[CH:37][C:36]([C:39]([F:42])([F:41])[F:40])=[CH:35][N:34]=2)=[CH:26][CH:27]=1. The catalyst class is: 1. (5) Product: [CH2:10]([C@@H:9]1[CH2:8][NH:7][C@@H:6]2[C@@H:2]([OH:1])[CH2:3][O:4][C@H:5]12)[CH3:11]. The catalyst class is: 43. Reactant: [OH:1][C@@H:2]1[C@H:6]2[N:7](C(OCC3C=CC=CC=3)=O)[CH2:8][C@@H:9]([CH2:10][CH3:11])[C@H:5]2[O:4][CH2:3]1.[H][H].